Dataset: Full USPTO retrosynthesis dataset with 1.9M reactions from patents (1976-2016). Task: Predict the reactants needed to synthesize the given product. (1) The reactants are: [OH:1][C:2]1[CH:22]=[CH:21][C:5]2[C:6](=[O:20])/[C:7](=[CH:9]/[C:10]3[C:18]4[C:13](=[N:14][C:15]([CH3:19])=[CH:16][CH:17]=4)[NH:12][CH:11]=3)/[O:8][C:4]=2[C:3]=1[CH2:23][N:24]1[CH2:29][CH2:28][N:27](C(OC(C)(C)C)=O)[CH2:26][CH2:25]1.[ClH:37]. Given the product [ClH:37].[ClH:37].[ClH:37].[OH:1][C:2]1[CH:22]=[CH:21][C:5]2[C:6](=[O:20])/[C:7](=[CH:9]/[C:10]3[C:18]4[C:13](=[N:14][C:15]([CH3:19])=[CH:16][CH:17]=4)[NH:12][CH:11]=3)/[O:8][C:4]=2[C:3]=1[CH2:23][N:24]1[CH2:25][CH2:26][NH:27][CH2:28][CH2:29]1, predict the reactants needed to synthesize it. (2) Given the product [CH2:1]([C:8]1[O:12][C:11]([NH:13][C:14]2[CH:15]=[CH:16][CH:17]=[C:18]3[C:23]=2[CH2:22][CH:21]([OH:24])[CH2:20][CH2:19]3)=[N:10][CH:9]=1)[C:2]1[CH:3]=[CH:4][CH:5]=[CH:6][CH:7]=1, predict the reactants needed to synthesize it. The reactants are: [CH2:1]([C:8]1[O:12][C:11]([NH:13][C:14]2[CH:15]=[CH:16][CH:17]=[C:18]3[C:23]=2[CH2:22][C:21](=[O:24])[CH2:20][CH2:19]3)=[N:10][CH:9]=1)[C:2]1[CH:7]=[CH:6][CH:5]=[CH:4][CH:3]=1.FC(F)(F)C1C=CC(C2OC(NC3C=CC=C4C=3CC(=O)CC4)=NC=2)=CC=1. (3) Given the product [Cl:36][C:34]1[CH:24]=[CH:25][C:20]([C:9]2[C:8]([C:5]3[CH:6]=[CH:7][C:2]([S:27](=[O:30])(=[O:28])[NH2:31])=[CH:3][CH:4]=3)=[C:15]([C:16]([O:18][CH3:19])=[O:17])[N:14]3[C:10]=2[CH2:11][CH2:12][CH2:13]3)=[CH:21][CH:35]=1, predict the reactants needed to synthesize it. The reactants are: Cl[C:2]1[CH:7]=[CH:6][C:5]([C:8]2[C:9]([C:20]3[CH:25]=[CH:24]C=C[CH:21]=3)=[C:10]3[N:14]([C:15]=2[C:16]([O:18][CH3:19])=[O:17])[CH2:13][CH2:12][CH2:11]3)=[CH:4][CH:3]=1.Cl[S:27]([OH:30])(=O)=[O:28].[NH3:31].O.Cl[CH:34]([Cl:36])[CH3:35]. (4) Given the product [CH3:21][C:2]1([CH3:1])[C:10]2[C:5](=[CH:6][C:7]([C:23]3[CH:24]=[N:25][CH:26]=[C:27]([CH:30]=3)[C:28]#[N:29])=[CH:8][CH:9]=2)[NH:4][C:3]1=[O:20], predict the reactants needed to synthesize it. The reactants are: [CH3:1][C:2]1([CH3:21])[C:10]2[C:5](=[CH:6][C:7](B3OC(C)(C)C(C)(C)O3)=[CH:8][CH:9]=2)[NH:4][C:3]1=[O:20].Br[C:23]1[CH:24]=[N:25][CH:26]=[C:27]([CH:30]=1)[C:28]#[N:29].